From a dataset of Catalyst prediction with 721,799 reactions and 888 catalyst types from USPTO. Predict which catalyst facilitates the given reaction. Reactant: C([O:3][C:4](=[O:15])[CH2:5][N:6]1[C:10]2=[N:11][CH:12]=[CH:13][CH:14]=[C:9]2[CH:8]=[N:7]1)C.Cl. Product: [N:6]1([CH2:5][C:4]([OH:15])=[O:3])[C:10]2=[N:11][CH:12]=[CH:13][CH:14]=[C:9]2[CH:8]=[N:7]1. The catalyst class is: 20.